This data is from Catalyst prediction with 721,799 reactions and 888 catalyst types from USPTO. The task is: Predict which catalyst facilitates the given reaction. (1) Reactant: C[O:2][C:3](=[O:30])/[CH:4]=[CH:5]/[C:6]1[CH:7]=[C:8]2[C:26](=[CH:27][CH:28]=1)[O:25][C:11]1([CH2:17][CH2:16][CH2:15][N:14]([CH2:18][C:19]3[CH:24]=[CH:23][CH:22]=[CH:21][CH:20]=3)[CH2:13][CH2:12]1)[CH2:10][C:9]2=[O:29].Cl. Product: [CH2:18]([N:14]1[CH2:15][CH2:16][CH2:17][C:11]2([CH2:10][C:9](=[O:29])[C:8]3[C:26](=[CH:27][CH:28]=[C:6](/[CH:5]=[CH:4]/[C:3]([OH:30])=[O:2])[CH:7]=3)[O:25]2)[CH2:12][CH2:13]1)[C:19]1[CH:24]=[CH:23][CH:22]=[CH:21][CH:20]=1. The catalyst class is: 52. (2) Product: [C:1]([O:5][C:6]([N:8]1[CH2:12][C@H:11]([O:13][CH2:14][C:15]2[CH:16]=[CH:17][CH:18]=[CH:19][CH:20]=2)[CH2:10][C@H:9]1[CH2:21][OH:22])=[O:7])([CH3:4])([CH3:3])[CH3:2]. The catalyst class is: 1. Reactant: [C:1]([O:5][C:6]([N:8]1[CH2:12][C@H:11]([O:13][CH2:14][C:15]2[CH:20]=[CH:19][CH:18]=[CH:17][CH:16]=2)[CH2:10][C@H:9]1[C:21](O)=[O:22])=[O:7])([CH3:4])([CH3:3])[CH3:2]. (3) Reactant: Cl[CH2:2][C:3]([N:5]1[CH2:10][CH2:9][CH:8]([O:11][C:12]2[CH:17]=[CH:16][C:15]([F:18])=[CH:14][CH:13]=2)[CH2:7][CH2:6]1)=[O:4].[Cl:19][C:20]1[CH:25]=[CH:24][C:23]([OH:26])=[C:22]([N+:27]([O-:29])=[O:28])[CH:21]=1.C(=O)([O-])[O-].[K+].[K+].[I-].[K+]. Product: [Cl:19][C:20]1[CH:25]=[CH:24][C:23]([O:26][CH2:2][C:3]([N:5]2[CH2:10][CH2:9][CH:8]([O:11][C:12]3[CH:17]=[CH:16][C:15]([F:18])=[CH:14][CH:13]=3)[CH2:7][CH2:6]2)=[O:4])=[C:22]([N+:27]([O-:29])=[O:28])[CH:21]=1. The catalyst class is: 131. (4) Reactant: [F:1][C:2]([F:12])([F:11])[C:3]1[CH:10]=[CH:9][CH:8]=[CH:7][C:4]=1[CH:5]=O.[C:13]([O:17][C:18](=[O:22])[CH2:19][C:20]#[N:21])([CH3:16])([CH3:15])[CH3:14].N1CCNCC1. The catalyst class is: 133. Product: [C:20](/[C:19](=[CH:5]\[C:4]1[CH:7]=[CH:8][CH:9]=[CH:10][C:3]=1[C:2]([F:12])([F:11])[F:1])/[C:18]([O:17][C:13]([CH3:16])([CH3:15])[CH3:14])=[O:22])#[N:21]. (5) Reactant: C[O:2][C:3](=[O:36])[CH2:4][C:5]1[CH:10]=[CH:9][C:8]([C:11](=[O:35])[NH:12][C:13]2[CH:22]=[C:21]3[C:16]([CH2:17][CH2:18][CH2:19][N:20]3[S:23]([C:26]3[CH:31]=[C:30]([Cl:32])[CH:29]=[CH:28][C:27]=3[O:33][CH3:34])(=[O:25])=[O:24])=[CH:15][CH:14]=2)=[CH:7][CH:6]=1.[Li+].[OH-].O. Product: [Cl:32][C:30]1[CH:29]=[CH:28][C:27]([O:33][CH3:34])=[C:26]([S:23]([N:20]2[C:21]3[C:16](=[CH:15][CH:14]=[C:13]([NH:12][C:11]([C:8]4[CH:9]=[CH:10][C:5]([CH2:4][C:3]([OH:36])=[O:2])=[CH:6][CH:7]=4)=[O:35])[CH:22]=3)[CH2:17][CH2:18][CH2:19]2)(=[O:25])=[O:24])[CH:31]=1. The catalyst class is: 111. (6) Reactant: C(=O)([O-])[O-].[K+].[K+].Cl[C:8]1[C:9]([C:17]#[N:18])=[N:10][C:11]([CH2:15][CH3:16])=[C:12]([CH3:14])[N:13]=1.ClC1C(C#N)=NC(C)=C(CC)N=1.[C:31]1([N:37]2[CH2:42][CH2:41][NH:40][CH2:39][CH2:38]2)[CH:36]=[CH:35][CH:34]=[CH:33][CH:32]=1. Product: [CH2:15]([C:11]1[N:10]=[C:9]([C:17]#[N:18])[C:8]([N:40]2[CH2:41][CH2:42][N:37]([C:31]3[CH:36]=[CH:35][CH:34]=[CH:33][CH:32]=3)[CH2:38][CH2:39]2)=[N:13][C:12]=1[CH3:14])[CH3:16]. The catalyst class is: 9.